Predict the reactants needed to synthesize the given product. From a dataset of Full USPTO retrosynthesis dataset with 1.9M reactions from patents (1976-2016). (1) Given the product [C:12]([NH:16][C:6]1[C:5]2[CH2:9][CH2:10][CH2:11][C:4]=2[N:3]=[C:2]([Cl:1])[N:7]=1)([CH3:15])([CH3:14])[CH3:13], predict the reactants needed to synthesize it. The reactants are: [Cl:1][C:2]1[N:7]=[C:6](Cl)[C:5]2[CH2:9][CH2:10][CH2:11][C:4]=2[N:3]=1.[C:12]([NH2:16])([CH3:15])([CH3:14])[CH3:13]. (2) Given the product [CH2:1]([O:3][C:4]1[N:5]=[CH:6][C:7]([NH2:12])=[CH:8][C:9]=1[O:10][CH3:11])[CH3:2], predict the reactants needed to synthesize it. The reactants are: [CH2:1]([O:3][C:4]1[C:9]([O:10][CH3:11])=[CH:8][C:7]([N+:12]([O-])=O)=[CH:6][N:5]=1)[CH3:2].Cl. (3) Given the product [CH3:1][C:2]1[CH:19]=[CH:18][C:17]([CH3:20])=[CH:16][C:3]=1[O:4][CH2:5][C:6]1[CH:15]=[CH:14][CH:13]=[CH:12][C:7]=1[CH:8]([OH:11])[C:9]([NH2:10])=[O:22], predict the reactants needed to synthesize it. The reactants are: [CH3:1][C:2]1[CH:19]=[CH:18][C:17]([CH3:20])=[CH:16][C:3]=1[O:4][CH2:5][C:6]1[CH:15]=[CH:14][CH:13]=[CH:12][C:7]=1[CH:8]([OH:11])[C:9]#[N:10].Cl.[OH2:22]. (4) Given the product [Cl:1][C:2]1[CH:7]=[CH:6][C:5]([C:8]([N:16]2[C:24]3[C:19](=[C:20]([NH:25][S:34]([CH3:33])(=[O:36])=[O:35])[CH:21]=[CH:22][CH:23]=3)[CH:18]=[N:17]2)([CH2:14][CH3:15])[CH2:9][C:10]([F:13])([F:11])[F:12])=[CH:4][CH:3]=1, predict the reactants needed to synthesize it. The reactants are: [Cl:1][C:2]1[CH:7]=[CH:6][C:5]([C:8]([N:16]2[C:24]3[CH:23]=[CH:22][CH:21]=[C:20]([NH2:25])[C:19]=3[CH:18]=[N:17]2)([CH2:14][CH3:15])[CH2:9][C:10]([F:13])([F:12])[F:11])=[CH:4][CH:3]=1.CN1CCOCC1.[CH3:33][S:34](Cl)(=[O:36])=[O:35]. (5) Given the product [CH2:1]([O:3][C:4](=[O:20])[C@@H:5]([O:18][CH3:19])[CH2:6][C:7]1[CH:12]=[CH:11][C:10]([O:13][CH2:14][CH2:15][CH2:16][O:21][C:22]2[CH:23]=[CH:24][C:25]([C:28]3[CH:33]=[CH:32][C:31]([C:34]#[N:35])=[CH:30][CH:29]=3)=[CH:26][CH:27]=2)=[CH:9][CH:8]=1)[CH3:2], predict the reactants needed to synthesize it. The reactants are: [CH2:1]([O:3][C:4](=[O:20])[C@@H:5]([O:18][CH3:19])[CH2:6][C:7]1[CH:12]=[CH:11][C:10]([O:13][CH2:14][CH2:15][CH2:16]Br)=[CH:9][CH:8]=1)[CH3:2].[OH:21][C:22]1[CH:27]=[CH:26][C:25]([C:28]2[CH:33]=[CH:32][C:31]([C:34]#[N:35])=[CH:30][CH:29]=2)=[CH:24][CH:23]=1.CC(OC(/N=N/C(OC(C)C)=O)=O)C. (6) Given the product [Br:9][C:10]1[CH:18]=[CH:17][CH:16]=[C:15]2[C:11]=1[CH2:12][CH:13]([CH2:21][C:22]1[CH:31]=[CH:30][C:25]([C:26]([O:28][CH3:29])=[O:27])=[CH:24][CH:23]=1)[C:14]2=[O:19], predict the reactants needed to synthesize it. The reactants are: C([N-]C(C)C)(C)C.[Li+].[Br:9][C:10]1[CH:18]=[CH:17][CH:16]=[C:15]2[C:11]=1[CH2:12][CH2:13][C:14]2=[O:19].Br[CH2:21][C:22]1[CH:31]=[CH:30][C:25]([C:26]([O:28][CH3:29])=[O:27])=[CH:24][CH:23]=1. (7) The reactants are: [Br:1][CH2:2][C:3]1[O:7][C:6]([C@@:8]([CH:16]2[CH2:21][CH2:20][CH2:19][CH2:18][CH2:17]2)([C:10]2[CH:15]=[CH:14][CH:13]=[CH:12][CH:11]=2)[OH:9])=[N:5][N:4]=1.[F:22][C:23]1[CH:37]=[CH:36][C:26]([O:27][C@@H:28]2[CH:33]3[CH2:34][CH2:35][N:30]([CH2:31][CH2:32]3)[CH2:29]2)=[CH:25][CH:24]=1. Given the product [Br-:1].[CH:16]1([C@@:8]([OH:9])([C:10]2[CH:15]=[CH:14][CH:13]=[CH:12][CH:11]=2)[C:6]2[O:7][C:3]([CH2:2][N+:30]34[CH2:31][CH2:32][CH:33]([CH2:34][CH2:35]3)[C@@H:28]([O:27][C:26]3[CH:36]=[CH:37][C:23]([F:22])=[CH:24][CH:25]=3)[CH2:29]4)=[N:4][N:5]=2)[CH2:21][CH2:20][CH2:19][CH2:18][CH2:17]1, predict the reactants needed to synthesize it. (8) Given the product [CH2:1]([N:8]1[CH:12]=[C:11]([N+:13]([O-:15])=[O:14])[C:10]([C:16]([OH:18])=[O:17])=[N:9]1)[C:2]1[CH:3]=[CH:4][CH:5]=[CH:6][CH:7]=1, predict the reactants needed to synthesize it. The reactants are: [CH2:1]([N:8]1[CH:12]=[C:11]([N+:13]([O-:15])=[O:14])[C:10]([C:16]([O:18]CC2C=CC=CC=2)=[O:17])=[N:9]1)[C:2]1[CH:7]=[CH:6][CH:5]=[CH:4][CH:3]=1.[Li+].[OH-].Cl.